From a dataset of Forward reaction prediction with 1.9M reactions from USPTO patents (1976-2016). Predict the product of the given reaction. (1) Given the reactants [C:1]([NH:5][S:6]([C:9]1([CH3:12])[CH2:11][CH2:10]1)(=[O:8])=[O:7])([CH3:4])([CH3:3])[CH3:2].[CH2:13](Br)[CH:14]=C, predict the reaction product. The product is: [C:1]([NH:5][S:6]([C:9]1([CH2:12][CH:13]=[CH2:14])[CH2:11][CH2:10]1)(=[O:8])=[O:7])([CH3:4])([CH3:2])[CH3:3]. (2) Given the reactants [C:1]1(=[O:8])[CH2:6][CH2:5][CH2:4][C:3](=[O:7])[CH2:2]1.[CH2:9]([O:11][C:12]1[N:21]=[C:20]2[C:15]([CH:16]=[C:17]([C:26](O)=[O:27])[C:18]([C:22]([F:25])([F:24])[F:23])=[N:19]2)=[CH:14][CH:13]=1)[CH3:10], predict the reaction product. The product is: [CH2:9]([O:11][C:12]1[N:21]=[C:20]2[C:15]([CH:16]=[C:17]([C:26]([CH:2]3[C:3](=[O:7])[CH2:4][CH2:5][CH2:6][C:1]3=[O:8])=[O:27])[C:18]([C:22]([F:23])([F:25])[F:24])=[N:19]2)=[CH:14][CH:13]=1)[CH3:10]. (3) Given the reactants Cl.[O:2]1[C:6]2[CH:7]=[CH:8][CH:9]=[CH:10][C:5]=2[CH2:4][CH:3]1[CH2:11][NH2:12].F[C:14]1[CH:22]=[N:21][CH:20]=[CH:19][C:15]=1[C:16]([OH:18])=[O:17], predict the reaction product. The product is: [O:2]1[C:6]2[CH:7]=[CH:8][CH:9]=[CH:10][C:5]=2[CH2:4][CH:3]1[CH2:11][NH:12][C:19]1[CH:20]=[N:21][CH:22]=[CH:14][C:15]=1[C:16]([OH:18])=[O:17]. (4) The product is: [CH3:2][CH2:3][CH2:4][CH:5]([CH3:20])[CH3:6].[CH3:20][C:5]1[CH:4]=[CH:3][C:2]([B:30]([OH:31])[OH:29])=[CH:7][C:6]=1[CH:8]1[C:13](=[O:14])[C:12]([CH3:16])([CH3:15])[O:11][C:10]([CH3:18])([CH3:17])[C:9]1=[O:19]. Given the reactants Br[C:2]1[CH:3]=[CH:4][C:5]([CH3:20])=[C:6]([CH:8]2[C:13](=[O:14])[C:12]([CH3:16])([CH3:15])[O:11][C:10]([CH3:18])([CH3:17])[C:9]2=[O:19])[CH:7]=1.[H-].[Na+].C([Li])CCC.C[O:29][B:30](OC)[O:31]C, predict the reaction product. (5) Given the reactants Cl[C:2]1[CH:7]=[C:6]([Cl:8])[N:5]=[CH:4][N:3]=1.[OH-].[Na+].[OH:11][CH:12]1[CH2:15][NH:14][CH2:13]1, predict the reaction product. The product is: [Cl:8][C:6]1[N:5]=[CH:4][N:3]=[C:2]([N:14]2[CH2:15][CH:12]([OH:11])[CH2:13]2)[CH:7]=1. (6) Given the reactants [NH2:1][C:2]1[N:6](C(OC(C)(C)C)=O)[N:5]=[C:4]([C:14]([CH3:17])([CH3:16])[CH3:15])[CH:3]=1.[N:18]1[CH:23]=[CH:22][C:21]([S:24][C:25]2[CH:26]=[C:27]([CH:29]=[CH:30][CH:31]=2)[NH2:28])=[CH:20][CH:19]=1.C(O)(=O)C[C:34](CC(O)=O)(C(O)=O)[OH:35], predict the reaction product. The product is: [C:14]([C:4]1[CH:3]=[C:2]([NH:1][C:34]([NH:28][C:27]2[CH:29]=[CH:30][CH:31]=[C:25]([S:24][C:21]3[CH:20]=[CH:19][N:18]=[CH:23][CH:22]=3)[CH:26]=2)=[O:35])[NH:6][N:5]=1)([CH3:15])([CH3:16])[CH3:17]. (7) Given the reactants [CH2:1]([N:8]1[CH:13]=[C:12]([C:14]2[C:15]([CH3:20])=[N:16][O:17][C:18]=2[CH3:19])[CH:11]=[C:10](Cl)[C:9]1=[O:22])[C:2]1[CH:7]=[CH:6][CH:5]=[CH:4][CH:3]=1.[NH2:23][C:24]1[CH:29]=[CH:28][CH:27]=[CH:26][CH:25]=1.C1C=CC(P(C2C(C3C(P(C4C=CC=CC=4)C4C=CC=CC=4)=CC=C4C=3C=CC=C4)=C3C(C=CC=C3)=CC=2)C2C=CC=CC=2)=CC=1.C([O-])([O-])=O.[Cs+].[Cs+], predict the reaction product. The product is: [CH2:1]([N:8]1[CH:13]=[C:12]([C:14]2[C:15]([CH3:20])=[N:16][O:17][C:18]=2[CH3:19])[CH:11]=[C:10]([NH:23][C:24]2[CH:29]=[CH:28][CH:27]=[CH:26][CH:25]=2)[C:9]1=[O:22])[C:2]1[CH:7]=[CH:6][CH:5]=[CH:4][CH:3]=1.